This data is from NCI-60 drug combinations with 297,098 pairs across 59 cell lines. The task is: Regression. Given two drug SMILES strings and cell line genomic features, predict the synergy score measuring deviation from expected non-interaction effect. (1) Drug 1: C1=CC(=CC=C1C#N)C(C2=CC=C(C=C2)C#N)N3C=NC=N3. Synergy scores: CSS=-3.25, Synergy_ZIP=2.88, Synergy_Bliss=0.478, Synergy_Loewe=-6.24, Synergy_HSA=-6.25. Cell line: HL-60(TB). Drug 2: CS(=O)(=O)CCNCC1=CC=C(O1)C2=CC3=C(C=C2)N=CN=C3NC4=CC(=C(C=C4)OCC5=CC(=CC=C5)F)Cl. (2) Drug 1: CCCCC(=O)OCC(=O)C1(CC(C2=C(C1)C(=C3C(=C2O)C(=O)C4=C(C3=O)C=CC=C4OC)O)OC5CC(C(C(O5)C)O)NC(=O)C(F)(F)F)O. Drug 2: CC1=C2C(C(=O)C3(C(CC4C(C3C(C(C2(C)C)(CC1OC(=O)C(C(C5=CC=CC=C5)NC(=O)OC(C)(C)C)O)O)OC(=O)C6=CC=CC=C6)(CO4)OC(=O)C)O)C)O. Cell line: TK-10. Synergy scores: CSS=25.7, Synergy_ZIP=0.633, Synergy_Bliss=5.77, Synergy_Loewe=0.489, Synergy_HSA=0.441. (3) Drug 1: CC1C(C(=O)NC(C(=O)N2CCCC2C(=O)N(CC(=O)N(C(C(=O)O1)C(C)C)C)C)C(C)C)NC(=O)C3=C4C(=C(C=C3)C)OC5=C(C(=O)C(=C(C5=N4)C(=O)NC6C(OC(=O)C(N(C(=O)CN(C(=O)C7CCCN7C(=O)C(NC6=O)C(C)C)C)C)C(C)C)C)N)C. Drug 2: CC1=C(C=C(C=C1)C(=O)NC2=CC(=CC(=C2)C(F)(F)F)N3C=C(N=C3)C)NC4=NC=CC(=N4)C5=CN=CC=C5. Cell line: SF-295. Synergy scores: CSS=22.2, Synergy_ZIP=8.78, Synergy_Bliss=8.78, Synergy_Loewe=-5.74, Synergy_HSA=3.56. (4) Drug 1: CN1C2=C(C=C(C=C2)N(CCCl)CCCl)N=C1CCCC(=O)O.Cl. Drug 2: C1C(C(OC1N2C=NC(=NC2=O)N)CO)O. Cell line: SNB-75. Synergy scores: CSS=2.83, Synergy_ZIP=0.614, Synergy_Bliss=4.20, Synergy_Loewe=1.01, Synergy_HSA=2.00. (5) Drug 1: CS(=O)(=O)C1=CC(=C(C=C1)C(=O)NC2=CC(=C(C=C2)Cl)C3=CC=CC=N3)Cl. Drug 2: CCC1(C2=C(COC1=O)C(=O)N3CC4=CC5=C(C=CC(=C5CN(C)C)O)N=C4C3=C2)O.Cl. Cell line: SK-OV-3. Synergy scores: CSS=14.4, Synergy_ZIP=-3.42, Synergy_Bliss=1.58, Synergy_Loewe=-8.25, Synergy_HSA=1.11. (6) Drug 1: CC1CCC2CC(C(=CC=CC=CC(CC(C(=O)C(C(C(=CC(C(=O)CC(OC(=O)C3CCCCN3C(=O)C(=O)C1(O2)O)C(C)CC4CCC(C(C4)OC)OCCO)C)C)O)OC)C)C)C)OC. Drug 2: CCC1(CC2CC(C3=C(CCN(C2)C1)C4=CC=CC=C4N3)(C5=C(C=C6C(=C5)C78CCN9C7C(C=CC9)(C(C(C8N6C)(C(=O)OC)O)OC(=O)C)CC)OC)C(=O)OC)O.OS(=O)(=O)O. Cell line: ACHN. Synergy scores: CSS=-0.711, Synergy_ZIP=-2.32, Synergy_Bliss=-3.04, Synergy_Loewe=-7.66, Synergy_HSA=-4.79. (7) Drug 1: CC1=C(C=C(C=C1)NC(=O)C2=CC=C(C=C2)CN3CCN(CC3)C)NC4=NC=CC(=N4)C5=CN=CC=C5. Drug 2: CC1CCCC2(C(O2)CC(NC(=O)CC(C(C(=O)C(C1O)C)(C)C)O)C(=CC3=CSC(=N3)C)C)C. Cell line: TK-10. Synergy scores: CSS=44.3, Synergy_ZIP=5.15, Synergy_Bliss=5.84, Synergy_Loewe=-14.4, Synergy_HSA=7.69. (8) Drug 1: CC1C(C(CC(O1)OC2CC(CC3=C2C(=C4C(=C3O)C(=O)C5=C(C4=O)C(=CC=C5)OC)O)(C(=O)CO)O)N)O.Cl. Drug 2: C1CCC(CC1)NC(=O)N(CCCl)N=O. Cell line: K-562. Synergy scores: CSS=26.3, Synergy_ZIP=2.26, Synergy_Bliss=3.45, Synergy_Loewe=9.61, Synergy_HSA=6.63.